This data is from Full USPTO retrosynthesis dataset with 1.9M reactions from patents (1976-2016). The task is: Predict the reactants needed to synthesize the given product. (1) Given the product [CH3:55][O:56][C:57](=[O:69])[C@H:58]([CH2:60][NH:61][C:62]([C:64]1[S:65][CH:66]=[CH:67][CH:68]=1)=[O:63])[NH:59][C:4](=[O:5])[C:3]1[C:2]([CH3:1])=[CH:10][C:9]([C:11]([NH:13][C@@H:14]([C:16]2[C:25]3[C:20](=[CH:21][CH:22]=[CH:23][CH:24]=3)[CH:19]=[CH:18][CH:17]=2)[CH3:15])=[O:12])=[CH:8][C:7]=1[CH3:26], predict the reactants needed to synthesize it. The reactants are: [CH3:1][C:2]1[CH:10]=[C:9]([C:11]([NH:13][C@@H:14]([C:16]2[C:25]3[C:20](=[CH:21][CH:22]=[CH:23][CH:24]=3)[CH:19]=[CH:18][CH:17]=2)[CH3:15])=[O:12])[CH:8]=[C:7]([CH3:26])[C:3]=1[C:4](O)=[O:5].F[P-](F)(F)(F)(F)F.N1(O[P+](N(C)C)(N(C)C)N(C)C)C2C=CC=CC=2N=N1.Cl.[CH3:55][O:56][C:57](=[O:69])[C@H:58]([CH2:60][NH:61][C:62]([C:64]1[S:65][CH:66]=[CH:67][CH:68]=1)=[O:63])[NH2:59].C(N(C(C)C)CC)(C)C. (2) The reactants are: [CH3:1][C:2]1[CH:8]=[CH:7][CH:6]=[C:5]([CH3:9])[C:3]=1N.N([O-])=O.[Na+].S(=O)(=O)(O)N.[BrH:19]. Given the product [CH3:1][C:2]1[CH:8]=[CH:7][CH:6]=[C:5]([CH3:9])[C:3]=1[Br:19], predict the reactants needed to synthesize it.